Dataset: Forward reaction prediction with 1.9M reactions from USPTO patents (1976-2016). Task: Predict the product of the given reaction. Given the reactants S(=O)(=O)(O)N.[CH2:6]1[C:14]2[C:9](=[CH:10][CH:11]=[CH:12][CH:13]=2)[CH2:8][CH:7]1[C@H:15]1[NH:20][C:19](=[O:21])[C@@H:18]([CH:22]([CH2:25][CH3:26])[CH2:23][CH3:24])[N:17]([CH2:27][C:28]2[CH:35]=[CH:34][CH:33]=[CH:32][C:29]=2[CH:30]=[O:31])[C:16]1=[O:36].Cl([O-])=[O:38].[Na+], predict the reaction product. The product is: [CH2:6]1[C:14]2[C:9](=[CH:10][CH:11]=[CH:12][CH:13]=2)[CH2:8][CH:7]1[C@H:15]1[NH:20][C:19](=[O:21])[C@@H:18]([CH:22]([CH2:25][CH3:26])[CH2:23][CH3:24])[N:17]([CH2:27][C:28]2[CH:35]=[CH:34][CH:33]=[CH:32][C:29]=2[C:30]([OH:38])=[O:31])[C:16]1=[O:36].